Dataset: HIV replication inhibition screening data with 41,000+ compounds from the AIDS Antiviral Screen. Task: Binary Classification. Given a drug SMILES string, predict its activity (active/inactive) in a high-throughput screening assay against a specified biological target. (1) The compound is CC(CN1C(=O)c2ccccc2C1=O)=NNS(=O)(=O)c1cccc([N+](=O)[O-])c1. The result is 0 (inactive). (2) The drug is NCCSC12CC3CC(CC(C3)C1)C2. The result is 0 (inactive). (3) The molecule is O=C1C=C(C23CC4CC(CC(C4)C2)C3)Nc2ccccc2N1. The result is 0 (inactive). (4) The molecule is C[n+]1ccccc1-c1nc(-c2cccc[n+]2C)nc(-c2cccc[n+]2C)n1.[O-][Cl+3]([O-])([O-])O. The result is 0 (inactive). (5) The compound is N#CCCN(CCC#N)c1ccc(C=C2C=C(c3ccccc3)OC2=O)cc1. The result is 0 (inactive). (6) The drug is Cl.Nc1nc(Cl)c(N)c(NCC2(CO)CC(CCCc3ccccc3)C2)n1. The result is 0 (inactive). (7) The drug is CCCC(=O)Nc1ccc2c(ccn2COC)c1. The result is 0 (inactive). (8) The molecule is C=CCC1(c2ccccc2)Oc2ccccc2-n2cccc2C1=O. The result is 1 (active). (9) The compound is Cn1c2ccc(Cl)cc2c2oc(-c3nnn[nH]3)cc(=O)c21. The result is 0 (inactive).